This data is from Reaction yield outcomes from USPTO patents with 853,638 reactions. The task is: Predict the reaction yield, written as a fraction of the theoretical maximum amount of product (1.0 means a 100% yield; for example, 0.34 means a 34% yield). (1) The reactants are [Br:1][C:2]1[CH:7]=[CH:6][C:5]([C:8]2([C:12](O)=[O:13])[CH2:11][CH2:10][CH2:9]2)=[CH:4][CH:3]=1. The catalyst is O1CCOCC1.C(OCC)(=O)C. The product is [Br:1][C:2]1[CH:3]=[CH:4][C:5]([C:8]2([CH2:12][OH:13])[CH2:11][CH2:10][CH2:9]2)=[CH:6][CH:7]=1. The yield is 0.620. (2) The product is [Br:26][C:9]1[CH:8]=[C:7]([C:6]2[C:2]([CH3:1])=[N:3][O:4][C:5]=2[CH3:25])[C:15]2[O:16][CH2:17][CH:18]([C:19]3[CH:20]=[CH:21][CH:22]=[CH:23][CH:24]=3)[N:13]3[C:14]=2[C:10]=1[CH:11]=[N:12]3. The yield is 0.700. The catalyst is C(#N)C.CCOC(C)=O. The reactants are [CH3:1][C:2]1[C:6]([C:7]2[C:15]3[O:16][CH2:17][CH:18]([C:19]4[CH:24]=[CH:23][CH:22]=[CH:21][CH:20]=4)[N:13]4[C:14]=3[C:10]([CH:11]=[N:12]4)=[CH:9][CH:8]=2)=[C:5]([CH3:25])[O:4][N:3]=1.[Br:26]N1C(=O)CCC1=O. (3) The reactants are [CH:1]1([NH:4][C:5]([C:7]2[N:8]=[N:9][N:10]([C:12]3[CH:17]=[CH:16][C:15]([C:18]([NH:20][CH2:21][CH3:22])=[O:19])=[CH:14][C:13]=3I)[CH:11]=2)=[O:6])[CH2:3][CH2:2]1.C(=O)([O-])[O-].[K+].[K+].[CH2:30]([C:34]1[CH:39]=[CH:38][CH:37]=[CH:36][CH:35]=1)[CH2:31][C:32]#[CH:33]. The catalyst is CN(C=O)C.[Cu]I.Cl[Pd](Cl)([P](C1C=CC=CC=1)(C1C=CC=CC=1)C1C=CC=CC=1)[P](C1C=CC=CC=1)(C1C=CC=CC=1)C1C=CC=CC=1. The product is [CH:1]1([NH:4][C:5]([C:7]2[N:8]=[N:9][N:10]([C:12]3[CH:17]=[CH:16][C:15]([C:18]([NH:20][CH2:21][CH3:22])=[O:19])=[CH:14][C:13]=3[C:33]#[C:32][CH2:31][CH2:30][C:34]3[CH:39]=[CH:38][CH:37]=[CH:36][CH:35]=3)[CH:11]=2)=[O:6])[CH2:3][CH2:2]1. The yield is 0.540. (4) The reactants are C(O[C:6]([N:8]1[CH2:13][CH2:12][N:11]([C:14]2[C:15](=[O:33])[N:16]([CH2:29][CH:30]([CH3:32])[CH3:31])[N:17]=[C:18]([C:21]3[CH:26]=[CH:25][C:24](C)=[C:23](F)[CH:22]=3)[C:19]=2[CH3:20])[CH2:10][CH2:9]1)=O)(C)(C)C.C(N1C(=O)C(CO[S:47]([CH3:50])(=O)=O)=CC(C2C=CC(SC)=CC=2)=N1)C(C)C.CN1CCNCC1. No catalyst specified. The product is [CH2:29]([N:16]1[C:15](=[O:33])[C:14]([N:11]2[CH2:12][CH2:13][N:8]([CH3:6])[CH2:9][CH2:10]2)=[C:19]([CH3:20])[C:18]([C:21]2[CH:26]=[CH:25][C:24]([S:47][CH3:50])=[CH:23][CH:22]=2)=[N:17]1)[CH:30]([CH3:32])[CH3:31]. The yield is 0.683. (5) The reactants are O(Cl)[Cl:2].[P+5].[Cl:5][C:6]1[C:7]([C:19]([O:21][CH:22]([CH3:24])[CH3:23])=[O:20])=[CH:8][C:9]([C:13]2[CH:14]=[N:15][N:16]([CH3:18])[CH:17]=2)=[N+:10]([O-])[CH:11]=1.C(=O)([O-])[O-].[Na+].[Na+]. The catalyst is ClCCCl.ClCCl. The product is [Cl:2][C:11]1[C:6]([Cl:5])=[C:7]([CH:8]=[C:9]([C:13]2[CH:14]=[N:15][N:16]([CH3:18])[CH:17]=2)[N:10]=1)[C:19]([O:21][CH:22]([CH3:24])[CH3:23])=[O:20]. The yield is 0.670.